This data is from Catalyst prediction with 721,799 reactions and 888 catalyst types from USPTO. The task is: Predict which catalyst facilitates the given reaction. (1) Reactant: [Br-].[C:2]([CH2:5][CH2:6][CH2:7][P+](C1C=CC=CC=1)(C1C=CC=CC=1)C1C=CC=CC=1)([OH:4])=[O:3].[Cl:27][C:28]1[C:35]([O:36][CH3:37])=[CH:34][CH:33]=[CH:32][C:29]=1[CH:30]=O. Product: [Cl:27][C:28]1[C:35]([O:36][CH3:37])=[CH:34][CH:33]=[CH:32][C:29]=1[CH:30]=[CH:7][CH2:6][CH2:5][C:2]([OH:4])=[O:3]. The catalyst class is: 1. (2) Reactant: ClCCl.[F:4][C:5]1[CH:6]=[C:7]([C:15]2[CH:20]=[CH:19][C:18]([CH3:21])=[CH:17][C:16]=2[O:22]C)[CH:8]=[CH:9][C:10]=1[C:11]([O:13][CH3:14])=[O:12].B(Br)(Br)Br. Product: [F:4][C:5]1[CH:6]=[C:7]([C:15]2[CH:20]=[CH:19][C:18]([CH3:21])=[CH:17][C:16]=2[OH:22])[CH:8]=[CH:9][C:10]=1[C:11]([O:13][CH3:14])=[O:12]. The catalyst class is: 6. (3) Reactant: [CH2:1]([O:8][C:9]([NH:11][C@@H:12]([CH2:16][C:17]1[CH:22]=[CH:21][C:20]([C:23]2[N:28]=[CH:27][C:26]([C:29]3[CH:34]=[CH:33][C:32]([O:35][CH2:36][CH2:37][CH2:38][CH2:39][CH2:40][CH2:41][CH3:42])=[CH:31][CH:30]=3)=[CH:25][N:24]=2)=[CH:19][CH:18]=1)[C:13](O)=[O:14])=[O:10])[C:2]1[CH:7]=[CH:6][CH:5]=[CH:4][CH:3]=1.Cl.[NH:44]1[CH2:48][CH2:47][C@H:46]([C:49]([O:51][CH3:52])=[O:50])[CH2:45]1.CCN(C(C)C)C(C)C.CN(C(ON1N=NC2C=CC=NC1=2)=[N+](C)C)C.F[P-](F)(F)(F)(F)F. Product: [CH2:1]([O:8][C:9]([NH:11][C@@H:12]([CH2:16][C:17]1[CH:22]=[CH:21][C:20]([C:23]2[N:24]=[CH:25][C:26]([C:29]3[CH:30]=[CH:31][C:32]([O:35][CH2:36][CH2:37][CH2:38][CH2:39][CH2:40][CH2:41][CH3:42])=[CH:33][CH:34]=3)=[CH:27][N:28]=2)=[CH:19][CH:18]=1)[C:13]([N:44]1[CH2:48][CH2:47][C@H:46]([C:49]([O:51][CH3:52])=[O:50])[CH2:45]1)=[O:14])=[O:10])[C:2]1[CH:3]=[CH:4][CH:5]=[CH:6][CH:7]=1. The catalyst class is: 3. (4) Reactant: [CH3:1][C:2]1[CH:3]=[C:4]([CH:19]([NH:21][C:22]2[CH:30]=[CH:29][CH:28]=[CH:27][C:23]=2[C:24]([OH:26])=[O:25])[CH3:20])[C:5]2[N:6]([CH:18]=1)[C:7](=[O:17])[CH:8]=[C:9]([N:11]1[CH2:16][CH2:15][O:14][CH2:13][CH2:12]1)[N:10]=2.[CH3:31]CN(C(C)C)C(C)C.CI.CC(OC)(C)C. Product: [CH3:1][C:2]1[CH:3]=[C:4]([C@H:19]([NH:21][C:22]2[CH:30]=[CH:29][CH:28]=[CH:27][C:23]=2[C:24]([O:26][CH3:31])=[O:25])[CH3:20])[C:5]2[N:6]([CH:18]=1)[C:7](=[O:17])[CH:8]=[C:9]([N:11]1[CH2:16][CH2:15][O:14][CH2:13][CH2:12]1)[N:10]=2. The catalyst class is: 18.